From a dataset of Peptide-MHC class I binding affinity with 185,985 pairs from IEDB/IMGT. Regression. Given a peptide amino acid sequence and an MHC pseudo amino acid sequence, predict their binding affinity value. This is MHC class I binding data. (1) The peptide sequence is DGCWYGMEIR. The MHC is HLA-A33:01 with pseudo-sequence HLA-A33:01. The binding affinity (normalized) is 0.534. (2) The peptide sequence is STELIRRVRR. The MHC is HLA-A68:01 with pseudo-sequence HLA-A68:01. The binding affinity (normalized) is 0.557. (3) The peptide sequence is ELIKAMNHF. The MHC is HLA-B18:01 with pseudo-sequence HLA-B18:01. The binding affinity (normalized) is 0.0847. (4) The peptide sequence is IYLPIVHPF. The MHC is HLA-A11:01 with pseudo-sequence HLA-A11:01. The binding affinity (normalized) is 0.0847.